Dataset: Forward reaction prediction with 1.9M reactions from USPTO patents (1976-2016). Task: Predict the product of the given reaction. (1) Given the reactants [CH3:1][C:2]1([CH3:34])[O:6][C@:5]([CH2:30][CH:31]=[O:32])([CH2:7][C:8]2[CH:21]=[C:20]([O:22][CH3:23])[C:19]3[C:10](=[C:11]([O:26]C)[C:12]4[C:17]([C:18]=3[O:24]C)=[CH:16][CH:15]=[CH:14][CH:13]=4)[C:9]=2[O:28][CH3:29])[C@H:4]([CH3:33])[O:3]1.O=[N+]([O-])[O-].[O-][N+](=O)[O-].[O-][N+](=O)[O-].[O-][N+](=O)[O-].[O-][N+](=O)[O-].[O-][N+](=O)[O-].[Ce+4].[NH4+].[NH4+], predict the reaction product. The product is: [CH3:29][O:28][C:9]1[C:10]2[C:11](=[O:26])[C:12]3[C:17](=[CH:16][CH:15]=[CH:14][CH:13]=3)[C:18](=[O:24])[C:19]=2[C:20]([O:22][CH3:23])=[CH:21][C:8]=1[CH2:7][C@:5]1([CH2:30][CH:31]=[O:32])[C@H:4]([CH3:33])[O:3][C:2]([CH3:1])([CH3:34])[O:6]1. (2) Given the reactants [OH:1][CH2:2][CH2:3][CH2:4][CH2:5][C@H:6]1[CH2:11][CH2:10][C@H:9]([CH2:12][N:13]([CH3:27])[S:14]([C:17]2[CH:22]=[CH:21][C:20]([C:23]([F:26])([F:25])[F:24])=[CH:19][CH:18]=2)(=[O:16])=[O:15])[CH2:8][CH2:7]1, predict the reaction product. The product is: [CH3:27][N:13]([CH2:12][C@H:9]1[CH2:8][CH2:7][C@H:6]([CH2:5][CH2:4][CH2:3][CH2:2][O:1][S:14]([CH3:17])(=[O:16])=[O:15])[CH2:11][CH2:10]1)[S:14]([C:17]1[CH:18]=[CH:19][C:20]([C:23]([F:26])([F:24])[F:25])=[CH:21][CH:22]=1)(=[O:16])=[O:15]. (3) The product is: [NH2:1][C:2]1[C:3](=[O:16])[N:4]([CH3:15])[C:5]([Cl:19])=[N:6][C:7]=1[C:8]1[CH:13]=[CH:12][N:11]=[CH:10][CH:9]=1. Given the reactants [NH2:1][C:2]1[C:3](=[O:16])[N:4]([CH3:15])[C:5](O)=[N:6][C:7]=1[C:8]1[CH:13]=[CH:12][N:11]=[CH:10][CH:9]=1.P(Cl)(Cl)([Cl:19])=O, predict the reaction product. (4) The product is: [C:14]([C:10]1[CH:11]=[CH:12][C:7]([C:5]([O:4][CH2:2][CH3:3])=[O:6])=[CH:8][CH:9]=1)(=[O:18])[CH:15]([CH3:17])[CH3:16]. Given the reactants [I-].[CH2:2]([O:4][C:5]([C:7]1[CH:12]=[CH:11][C:10]([Zn+])=[CH:9][CH:8]=1)=[O:6])[CH3:3].[C:14](Cl)(=[O:18])[CH:15]([CH3:17])[CH3:16], predict the reaction product. (5) Given the reactants [C:1](Cl)(=[O:4])[CH:2]=[CH2:3].[NH2:6][C:7]1[C:8]([N:33]2[CH2:38][CH2:37][N:36]([CH3:39])[CH2:35][CH2:34]2)=[CH:9][C:10]([O:31][CH3:32])=[C:11]([NH:13][C:14]2[N:19]=[C:18]([C:20]3[CH:21]=[N:22][N:23]4[CH:28]=[CH:27][CH:26]=[CH:25][C:24]=34)[C:17]([C:29]#[N:30])=[CH:16][N:15]=2)[CH:12]=1.CCN(C(C)C)C(C)C, predict the reaction product. The product is: [C:29]([C:17]1[C:18]([C:20]2[CH:21]=[N:22][N:23]3[CH:28]=[CH:27][CH:26]=[CH:25][C:24]=23)=[N:19][C:14]([NH:13][C:11]2[C:10]([O:31][CH3:32])=[CH:9][C:8]([N:33]3[CH2:38][CH2:37][N:36]([CH3:39])[CH2:35][CH2:34]3)=[C:7]([NH:6][C:1](=[O:4])[CH:2]=[CH2:3])[CH:12]=2)=[N:15][CH:16]=1)#[N:30]. (6) Given the reactants [N:1]1[CH:6]=[CH:5][C:4]([NH:7][C:8]([C:10]2[C:18]3[C:17]4[CH:19]=[CH:20][CH:21]=[CH:22][C:16]=4[O:15][C:14]=3[C:13]([O:23][CH:24]([F:26])[F:25])=[CH:12][CH:11]=2)=[O:9])=[CH:3][CH:2]=1.ClC1C=CC=C(C(OO)=[O:35])C=1, predict the reaction product. The product is: [N:1]1[CH:6]=[CH:5][C:4]([NH+:7]([O-:35])[C:8]([C:10]2[C:18]3[C:17]4[CH:19]=[CH:20][CH:21]=[CH:22][C:16]=4[O:15][C:14]=3[C:13]([O:23][CH:24]([F:26])[F:25])=[CH:12][CH:11]=2)=[O:9])=[CH:3][CH:2]=1.